From a dataset of Full USPTO retrosynthesis dataset with 1.9M reactions from patents (1976-2016). Predict the reactants needed to synthesize the given product. (1) The reactants are: [CH3:1][CH:2]1[C:6]2[NH:7][C:8]([C:10]([O:12]CC)=[O:11])=[CH:9][C:5]=2[CH2:4][CH2:3]1.[OH-].[Li+].C(O)C. Given the product [CH3:1][CH:2]1[C:6]2[NH:7][C:8]([C:10]([OH:12])=[O:11])=[CH:9][C:5]=2[CH2:4][CH2:3]1, predict the reactants needed to synthesize it. (2) Given the product [F:8][C:9]1[CH:14]=[C:13]([S:15]([CH3:18])(=[O:16])=[O:17])[CH:12]=[CH:11][C:10]=1[C:19]1[O:20][C:21]2[CH:27]=[CH:26][C:25]([CH:28]3[CH2:33][CH2:32][N:31]([C:3]([O:5][CH2:34][CH:35]([CH3:37])[CH3:36])=[O:4])[CH2:30][CH2:29]3)=[CH:24][C:22]=2[N:23]=1, predict the reactants needed to synthesize it. The reactants are: FC(F)(F)[C:3]([OH:5])=[O:4].[F:8][C:9]1[CH:14]=[C:13]([S:15]([CH3:18])(=[O:17])=[O:16])[CH:12]=[CH:11][C:10]=1[C:19]1[O:20][C:21]2[CH:27]=[CH:26][C:25]([CH:28]3[CH2:33][CH2:32][NH:31][CH2:30][CH2:29]3)=[CH:24][C:22]=2[N:23]=1.[CH2:34](O)[CH:35]([CH3:37])[CH3:36].CCOC(C)=O.O. (3) Given the product [Br:1][C:2]1[CH:7]=[CH:6][C:5]([S:8]([NH:24][CH2:23][C:19]2[CH:18]=[C:17]3[C:22](=[CH:21][CH:20]=2)[N:14]([CH3:13])[N:15]=[CH:16]3)(=[O:10])=[O:9])=[C:4]([CH3:12])[CH:3]=1, predict the reactants needed to synthesize it. The reactants are: [Br:1][C:2]1[CH:7]=[CH:6][C:5]([S:8](Cl)(=[O:10])=[O:9])=[C:4]([CH3:12])[CH:3]=1.[CH3:13][N:14]1[C:22]2[C:17](=[CH:18][C:19]([CH2:23][NH2:24])=[CH:20][CH:21]=2)[CH:16]=[N:15]1. (4) Given the product [O:9]1[CH2:10][CH2:11][CH2:12][CH2:13][CH:14]1[O:2][C:1]1[CH:3]=[C:4]([CH:6]=[CH:7][CH:8]=1)[O:5][CH:10]1[CH2:11][CH2:12][CH2:13][CH2:14][O:9]1, predict the reactants needed to synthesize it. The reactants are: [C:1]1([CH:8]=[CH:7][CH:6]=[C:4]([OH:5])[CH:3]=1)[OH:2].[O:9]1[CH:14]=[CH:13][CH2:12][CH2:11][CH2:10]1. (5) Given the product [CH:1]([CH:4]1[CH2:12][C:11]2[C:6](=[C:7]([C:22]3[CH:23]=[CH:24][C:19]([C:15]([CH3:18])([CH3:17])[CH3:16])=[CH:20][CH:21]=3)[CH:8]=[CH:9][CH:10]=2)[C:5]1=[O:14])([CH3:3])[CH3:2], predict the reactants needed to synthesize it. The reactants are: [CH:1]([CH:4]1[CH2:12][C:11]2[C:6](=[C:7](Cl)[CH:8]=[CH:9][CH:10]=2)[C:5]1=[O:14])([CH3:3])[CH3:2].[C:15]([C:19]1[CH:24]=[CH:23][C:22](B(O)O)=[CH:21][CH:20]=1)([CH3:18])([CH3:17])[CH3:16].C(=O)([O-])[O-].[Na+].[Na+].C(O)CO. (6) Given the product [Cl:12][C:4]1[N:3]=[C:2]([NH:16][CH2:13][CH2:14][CH3:15])[CH:7]=[C:6]([C:8]([F:11])([F:10])[F:9])[CH:5]=1, predict the reactants needed to synthesize it. The reactants are: Cl[C:2]1[CH:7]=[C:6]([C:8]([F:11])([F:10])[F:9])[CH:5]=[C:4]([Cl:12])[N:3]=1.[CH2:13]([NH2:16])[CH2:14][CH3:15].